This data is from Forward reaction prediction with 1.9M reactions from USPTO patents (1976-2016). The task is: Predict the product of the given reaction. (1) Given the reactants [C:1]([N:8]1[CH2:13][CH2:12][CH:11]([NH2:14])[CH2:10][CH2:9]1)([O:3][C:4]([CH3:7])([CH3:6])[CH3:5])=[O:2].[C:15]([N:23]=[C:24]=[S:25])(=O)[C:16]1C=CC=CC=1, predict the reaction product. The product is: [S:25]1[CH:16]=[CH:15][N:23]=[C:24]1[NH:14][CH:11]1[CH2:12][CH2:13][N:8]([C:1]([O:3][C:4]([CH3:7])([CH3:6])[CH3:5])=[O:2])[CH2:9][CH2:10]1. (2) Given the reactants [CH2:1]([N:8]1[CH2:13][CH2:12][N:11]([C:14]([CH:16]2[CH2:21]COCC2)=O)[CH2:10][CH2:9]1)[C:2]1[CH:7]=[CH:6][CH:5]=[CH:4][CH:3]=1.[H-].[H-].[H-].[H-].[Li+].[Al+3].C1C[O:31][CH2:30][CH2:29]1, predict the reaction product. The product is: [CH2:1]([N:8]1[CH2:9][CH2:10][N:11]([CH:14]2[CH2:16][CH2:21][O:31][CH2:30][CH2:29]2)[CH2:12][CH2:13]1)[C:2]1[CH:3]=[CH:4][CH:5]=[CH:6][CH:7]=1. (3) The product is: [Cl:1][C:2]1[N:10]=[C:9]2[C:5]([N:6]=[C:7]([CH2:13][N:14]3[CH2:19][CH2:18][N:17]([C:20]4[CH:21]=[CH:38][S:33](=[O:45])(=[O:32])[CH2:34][CH:24]=4)[CH2:16][CH2:15]3)[N:8]2[CH2:11][CH3:12])=[C:4]([N:26]2[CH2:27][CH2:28][O:29][CH2:30][CH2:31]2)[N:3]=1. Given the reactants [Cl:1][C:2]1[N:10]=[C:9]2[C:5]([N:6]=[C:7]([CH2:13][N:14]3[CH2:19][CH2:18][N:17]([C:20](C)([CH3:24])[C:21](N)=O)[CH2:16][CH2:15]3)[N:8]2[CH2:11][CH3:12])=[C:4]([N:26]2[CH2:31][CH2:30][O:29][CH2:28][CH2:27]2)[N:3]=1.[O:32]=[S:33]1(=[O:45])[CH:38]=CC(N2CCNCC2)=C[CH2:34]1, predict the reaction product. (4) Given the reactants [C:1]1([S:7]([C:10]2[C:18]3[C:13](=[CH:14][CH:15]=[C:16]([O:19][CH2:20][CH2:21]OS(C4C=CC(C)=CC=4)(=O)=O)[CH:17]=3)[NH:12][N:11]=2)(=[O:9])=[O:8])[CH:6]=[CH:5][CH:4]=[CH:3][CH:2]=1.[CH:33]1([NH2:36])[CH2:35][CH2:34]1, predict the reaction product. The product is: [C:1]1([S:7]([C:10]2[C:18]3[C:13](=[CH:14][CH:15]=[C:16]([O:19][CH2:20][CH2:21][NH:36][CH:33]4[CH2:35][CH2:34]4)[CH:17]=3)[NH:12][N:11]=2)(=[O:8])=[O:9])[CH:6]=[CH:5][CH:4]=[CH:3][CH:2]=1. (5) Given the reactants COC1C=C(OC)C=CC=1C[N:6]([C:30]1[CH:35]=[CH:34][N:33]=[CH:32][N:31]=1)[S:7]([C:10]1[CH:15]=[C:14]([CH3:16])[C:13]([O:17][C@H:18]2[CH2:22][CH2:21][CH2:20][C@@H:19]2[C:23]2[N:27]([CH3:28])[N:26]=[CH:25][CH:24]=2)=[CH:12][C:11]=1[F:29])(=[O:9])=[O:8].C([SiH](CC)CC)C.FC(F)(F)C(O)=O, predict the reaction product. The product is: [F:29][C:11]1[CH:12]=[C:13]([O:17][C@H:18]2[CH2:22][CH2:21][CH2:20][C@@H:19]2[C:23]2[N:27]([CH3:28])[N:26]=[CH:25][CH:24]=2)[C:14]([CH3:16])=[CH:15][C:10]=1[S:7]([NH:6][C:30]1[CH:35]=[CH:34][N:33]=[CH:32][N:31]=1)(=[O:8])=[O:9]. (6) Given the reactants [C:1]([O:4][CH2:5][C:6]([CH3:36])([CH3:35])[CH2:7][N:8]1[C:14]2[CH:15]=[CH:16][C:17]([Cl:19])=[CH:18][C:13]=2[C@@H:12]([C:20]2[CH:25]=[CH:24][CH:23]=[C:22]([O:26][CH3:27])[C:21]=2[O:28][CH3:29])[O:11][C@H:10]([CH2:30][C:31]([OH:33])=O)[C:9]1=[O:34])(=[O:3])[CH3:2].C(N(CC)CC)C.ClC(OCC(C)C)=O.[NH2:52][C:53]1[S:54][C:55]([C:59]([O:61][C:62]([CH3:65])([CH3:64])[CH3:63])=[O:60])=[C:56]([CH3:58])[N:57]=1.N1C=CC=CC=1, predict the reaction product. The product is: [C:1]([O:4][CH2:5][C:6]([CH3:36])([CH3:35])[CH2:7][N:8]1[C:14]2[CH:15]=[CH:16][C:17]([Cl:19])=[CH:18][C:13]=2[C@@H:12]([C:20]2[CH:25]=[CH:24][CH:23]=[C:22]([O:26][CH3:27])[C:21]=2[O:28][CH3:29])[O:11][C@H:10]([CH2:30][C:31]([NH:52][C:53]2[S:54][C:55]([C:59]([O:61][C:62]([CH3:65])([CH3:64])[CH3:63])=[O:60])=[C:56]([CH3:58])[N:57]=2)=[O:33])[C:9]1=[O:34])(=[O:3])[CH3:2]. (7) Given the reactants [CH2:1]([CH:3]([C:6]1[C:7]2[N:8]([CH:16]=[C:17]([CH3:19])[N:18]=2)[N:9]=[C:10]([C:12]([F:15])([F:14])[F:13])[CH:11]=1)[CH2:4][CH3:5])[CH3:2].C1C(=O)N([I:27])C(=O)C1, predict the reaction product. The product is: [CH2:1]([CH:3]([C:6]1[C:7]2[N:8]([C:16]([I:27])=[C:17]([CH3:19])[N:18]=2)[N:9]=[C:10]([C:12]([F:13])([F:15])[F:14])[CH:11]=1)[CH2:4][CH3:5])[CH3:2]. (8) Given the reactants [CH2:1]([N:3]([CH2:21][CH3:22])[C:4]([C:6]1[CH:7]=[CH:8][C:9]2[C:10](=O)[C:11]3[C:16]([O:17][C:18]=2[CH:19]=1)=[CH:15][CH:14]=[CH:13][CH:12]=3)=[O:5])[CH3:2].C([N:30]1[CH2:35][CH2:34][CH2:33][CH2:32][C:31]1=O)(OC(C)(C)C)=O, predict the reaction product. The product is: [CH2:1]([N:3]([CH2:21][CH3:22])[C:4]([C:6]1[CH:7]=[CH:8][C:9]2[C:10](=[C:33]3[CH2:32][CH2:31][NH:30][CH2:35][CH2:34]3)[C:11]3[C:16]([O:17][C:18]=2[CH:19]=1)=[CH:15][CH:14]=[C:13]([NH:3][C:4](=[O:5])[CH3:6])[CH:12]=3)=[O:5])[CH3:2]. (9) The product is: [CH2:1]([O:8][CH2:9][C@H:10]([OH:17])[CH2:11][C:12]([O:14][CH2:15][CH3:16])=[O:13])[C:2]1[CH:7]=[CH:6][CH:5]=[CH:4][CH:3]=1. Given the reactants [CH2:1]([O:8][CH2:9][C:10](=[O:17])[CH2:11][C:12]([O:14][CH2:15][CH3:16])=[O:13])[C:2]1[CH:7]=[CH:6][CH:5]=[CH:4][CH:3]=1, predict the reaction product.